Dataset: Full USPTO retrosynthesis dataset with 1.9M reactions from patents (1976-2016). Task: Predict the reactants needed to synthesize the given product. (1) Given the product [CH:16]1([C:14]([NH:13][C:9]2[N:10]=[CH:11][N:12]=[C:7]([O:6][C:5]3[N:27]=[CH:3][C:2]([NH:1][C:74](=[O:75])[O:77][C:36]([CH3:45])([CH3:37])[CH3:35])=[CH:20][CH:19]=3)[CH:8]=2)=[O:15])[CH2:17][CH2:18]1, predict the reactants needed to synthesize it. The reactants are: [NH2:1][C:2]1[CH:20]=[CH:19][C:5]([O:6][C:7]2[N:12]=[CH:11][N:10]=[C:9]([NH:13][C:14]([CH:16]3[CH2:18][CH2:17]3)=[O:15])[CH:8]=2)=C[C:3]=1C.C1(C([NH2:27])=O)CC1.C1(P(C2C=CC=CC=2)[C:35]2C=CC3[C:37](=CC=CC=3)[C:36]=2[C:45]2C3C(=CC=CC=3)C=CC=2P(C2C=CC=CC=2)C2C=CC=CC=2)C=CC=CC=1.[C:74]([O-:77])([O-])=[O:75].[Cs+].[Cs+]. (2) Given the product [CH3:10][C:2]1([CH3:1])[O:13][C:11](=[O:14])[C:6]([CH3:17])([CH3:4])[C:7](=[O:8])[O:9]1, predict the reactants needed to synthesize it. The reactants are: [CH3:1][C:2]1([CH3:10])[O:9][C:7](=[O:8])[CH2:6][C:4](=O)O1.[C:11](=[O:14])([O-:13])[O-].[K+].[K+].[CH3:17]I. (3) The reactants are: C([O:8][C:9]1[C:14]2[CH:15]=[C:16]([C:18]3[N:19]=[C:20]4[N:24]([CH:25]=3)[N:23]=[C:22]([O:26][CH3:27])[S:21]4)[O:17][C:13]=2[CH:12]=[C:11]([F:28])[CH:10]=1)C1C=CC=CC=1.CC1C(C)=C(C)C(C)=C(C)C=1.B(Cl)(Cl)Cl. Given the product [F:28][C:11]1[CH:12]=[C:13]2[O:17][C:16]([C:18]3[N:19]=[C:20]4[N:24]([CH:25]=3)[N:23]=[C:22]([O:26][CH3:27])[S:21]4)=[CH:15][C:14]2=[C:9]([OH:8])[CH:10]=1, predict the reactants needed to synthesize it. (4) Given the product [O:21]=[C:15]1[CH:14]([N:7]2[C:6](=[O:22])[C:5]3[C:9](=[CH:10][CH:11]=[CH:12][C:4]=3[CH2:3][NH:2][C:38](=[O:39])[C:35]3[CH:36]=[CH:37][C:32]([CH3:41])=[CH:33][CH:34]=3)[C:8]2=[O:13])[CH2:19][CH2:18][C:17](=[O:20])[NH:16]1, predict the reactants needed to synthesize it. The reactants are: Cl.[NH2:2][CH2:3][C:4]1[CH:12]=[CH:11][CH:10]=[C:9]2[C:5]=1[C:6](=[O:22])[N:7]([CH:14]1[CH2:19][CH2:18][C:17](=[O:20])[NH:16][C:15]1=[O:21])[C:8]2=[O:13].C(N(C(C)C)CC)(C)C.[C:32]1([CH3:41])[CH:37]=[CH:36][C:35]([C:38](Cl)=[O:39])=[CH:34][CH:33]=1. (5) Given the product [C:13]([O:17][C:18](=[O:25])[NH:19][C@H:20]([C:22]1[N:32]([C:33]2[CH:38]=[CH:37][CH:36]=[CH:35][N:34]=2)[C:27]2=[N:26][CH:31]=[CH:30][CH:29]=[C:28]2[N:23]=1)[CH3:21])([CH3:16])([CH3:15])[CH3:14], predict the reactants needed to synthesize it. The reactants are: F[B-](F)(F)F.C([O+](CC)CC)C.[C:13]([O:17][C:18](=[O:25])[NH:19][C@H:20]([C:22](=O)[NH2:23])[CH3:21])([CH3:16])([CH3:15])[CH3:14].[N:26]1[CH:31]=[CH:30][CH:29]=[CH:28][C:27]=1[NH:32][C:33]1[C:38](N)=[CH:37][CH:36]=[CH:35][N:34]=1. (6) Given the product [Cl:27][C:28]1[CH:37]=[CH:36][C:31]([C:32]2[N:35]=[C:19]([C:18]3[CH:23]=[CH:24][C:15]([N:11]4[C:12](=[O:14])[NH:13][C:9]([C:3]5[C:2]([Cl:1])=[CH:7][CH:6]=[CH:5][C:4]=5[Cl:8])=[N:10]4)=[CH:16][C:17]=3[O:25][CH3:26])[O:21][N:33]=2)=[CH:30][CH:29]=1, predict the reactants needed to synthesize it. The reactants are: [Cl:1][C:2]1[CH:7]=[CH:6][CH:5]=[C:4]([Cl:8])[C:3]=1[C:9]1[NH:13][C:12](=[O:14])[N:11]([C:15]2[CH:24]=[CH:23][C:18]([C:19]([O:21]C)=O)=[C:17]([O:25][CH3:26])[CH:16]=2)[N:10]=1.[Cl:27][C:28]1[CH:37]=[CH:36][C:31]([C:32](=[NH:35])[NH:33]O)=[CH:30][CH:29]=1.[H-].[Na+]. (7) Given the product [C:24]([O:28][C:29](=[O:51])[C@@H:30]([NH:34][S:35]([C:38]1[CH:39]=[CH:40][C:41]([C:44]2[CH:45]=[CH:46][C:47]([NH:50][C:12]([C:10]3[O:11][C:7]4[CH:6]=[CH:5][C:4]([CH2:16][OH:17])=[C:3]([O:2][CH3:1])[C:8]=4[C:9]=3[CH3:15])=[O:14])=[CH:48][CH:49]=2)=[CH:42][CH:43]=1)(=[O:37])=[O:36])[CH:31]([CH3:33])[CH3:32])([CH3:26])([CH3:27])[CH3:25], predict the reactants needed to synthesize it. The reactants are: [CH3:1][O:2][C:3]1[C:8]2[C:9]([CH3:15])=[C:10]([C:12]([OH:14])=O)[O:11][C:7]=2[CH:6]=[CH:5][C:4]=1[CH2:16][O:17]C(=O)C(F)(F)F.[C:24]([O:28][C:29](=[O:51])[C@@H:30]([NH:34][S:35]([C:38]1[CH:43]=[CH:42][C:41]([C:44]2[CH:49]=[CH:48][C:47]([NH2:50])=[CH:46][CH:45]=2)=[CH:40][CH:39]=1)(=[O:37])=[O:36])[CH:31]([CH3:33])[CH3:32])([CH3:27])([CH3:26])[CH3:25].F[P-](F)(F)(F)(F)F.N1(O[P+](N(C)C)(N(C)C)N(C)C)C2C=CC=CC=2N=N1.C(N(CC)C(C)C)(C)C. (8) The reactants are: [Br:1][C:2]1[CH:11]=[CH:10][C:9]2[C:4](=[CH:5][CH:6]=[C:7]([NH2:13])[C:8]=2[NH2:12])[CH:3]=1.[CH:14](O)=O. Given the product [Br:1][C:2]1[CH:11]=[CH:10][C:9]2[C:8]3[N:12]=[CH:14][NH:13][C:7]=3[CH:6]=[CH:5][C:4]=2[CH:3]=1, predict the reactants needed to synthesize it. (9) The reactants are: Cl[C:2]1[C:11]([C:12]([F:15])([F:14])[F:13])=[N:10][C:9]2[C:4](=[CH:5][CH:6]=[C:7]([OH:16])[CH:8]=2)[N:3]=1.C([O-])([O-])=O.[K+].[K+].CC1(C)C(C)(C)OB([C:31]2[CH2:36][CH2:35][CH:34]([C:37]([O:39]CC)=[O:38])[CH2:33][CH:32]=2)O1.[Li+].[OH-]. Given the product [OH:16][C:7]1[CH:8]=[C:9]2[C:4](=[CH:5][CH:6]=1)[N:3]=[C:2]([C:31]1[CH2:36][CH2:35][CH:34]([C:37]([OH:39])=[O:38])[CH2:33][CH:32]=1)[C:11]([C:12]([F:15])([F:14])[F:13])=[N:10]2, predict the reactants needed to synthesize it.